Dataset: CYP3A4 inhibition data for predicting drug metabolism from PubChem BioAssay. Task: Regression/Classification. Given a drug SMILES string, predict its absorption, distribution, metabolism, or excretion properties. Task type varies by dataset: regression for continuous measurements (e.g., permeability, clearance, half-life) or binary classification for categorical outcomes (e.g., BBB penetration, CYP inhibition). Dataset: cyp3a4_veith. (1) The drug is CC(C)=C[C@H]1[C@@H](C(=O)OCc2cc3c(cc2Cl)OCO3)C1(C)C. The result is 1 (inhibitor). (2) The molecule is CC1CC(C)CN(C(=O)CSc2nnc(CSc3ncccn3)n2C)C1. The result is 0 (non-inhibitor). (3) The drug is C[C@@H](CN1CCC(Cc2ccccc2)CC1)[C@@H](O)c1ccc(O)cc1. The result is 0 (non-inhibitor). (4) The molecule is O=[As](O)(O)c1ccc(N=Nc2ccc([As](=O)(O)O)cc2)cc1. The result is 0 (non-inhibitor).